This data is from Full USPTO retrosynthesis dataset with 1.9M reactions from patents (1976-2016). The task is: Predict the reactants needed to synthesize the given product. (1) Given the product [F:19][C:13]1[C:14]([F:18])=[CH:15][CH:16]=[CH:17][C:12]=1[CH2:11][S:10][C:4]1[N:3]=[C:2]([NH:28][S:25]([N:24]([CH2:23][CH2:22][N:21]([CH3:30])[CH3:20])[CH3:29])(=[O:27])=[O:26])[CH:7]=[C:6]([O:8][CH3:9])[N:5]=1, predict the reactants needed to synthesize it. The reactants are: Cl[C:2]1[CH:7]=[C:6]([O:8][CH3:9])[N:5]=[C:4]([S:10][CH2:11][C:12]2[CH:17]=[CH:16][CH:15]=[C:14]([F:18])[C:13]=2[F:19])[N:3]=1.[CH3:20][N:21]([CH3:30])[CH2:22][CH2:23][N:24]([CH3:29])[S:25]([NH2:28])(=[O:27])=[O:26].C1(P(C2CCCCC2)C2C=CC=CC=2C2C(C(C)C)=CC(C(C)C)=CC=2C(C)C)CCCCC1.C(=O)([O-])[O-].[Cs+].[Cs+]. (2) Given the product [CH2:35]([O:31][C@@H:11]1[C@@H:10]([CH2:9][O:8][Si:1]([C:4]([CH3:5])([CH3:6])[CH3:7])([CH3:3])[CH3:2])[O:18][C@H:17]2[C@H:13]([N:14]=[C:15]([N:19]([CH2:27][CH2:28][F:29])[C:20](=[O:26])[O:21][C:22]([CH3:23])([CH3:24])[CH3:25])[S:16]2)[C@H:12]1[O:30][CH2:35][C:36]1[CH:41]=[CH:40][CH:39]=[CH:38][CH:37]=1)[C:36]1[CH:41]=[CH:40][CH:39]=[CH:38][CH:37]=1, predict the reactants needed to synthesize it. The reactants are: [Si:1]([O:8][CH2:9][C@H:10]1[O:18][C@H:17]2[C@H:13]([N:14]=[C:15]([N:19]([CH2:27][CH2:28][F:29])[C:20](=[O:26])[O:21][C:22]([CH3:25])([CH3:24])[CH3:23])[S:16]2)[C@@H:12]([OH:30])[C@@H:11]1[OH:31])([C:4]([CH3:7])([CH3:6])[CH3:5])([CH3:3])[CH3:2].[H-].[Na+].Br[CH2:35][C:36]1[CH:41]=[CH:40][CH:39]=[CH:38][CH:37]=1. (3) Given the product [CH3:17][C:18]1[CH:19]=[CH:20][C:21]([S:25][C:26]2[CH:27]=[CH:28][CH:29]=[CH:30][CH:31]=2)=[C:22]([NH:2][C:1]2[C:3]3[C:4](=[N:5][C:6]([CH2:9][CH2:10][CH3:11])=[CH:7][N:8]=3)[N:12]=[CH:13][N:14]=2)[CH:23]=1, predict the reactants needed to synthesize it. The reactants are: [C:1]([C:3]1[C:4]([N:12]=[CH:13][N:14](C)C)=[N:5][C:6]([CH2:9][CH2:10][CH3:11])=[CH:7][N:8]=1)#[N:2].[CH3:17][C:18]1[CH:19]=[CH:20][C:21]([S:25][C:26]2[CH:31]=[CH:30][CH:29]=[CH:28][CH:27]=2)=[C:22](N)[CH:23]=1. (4) Given the product [CH:1]1([C:4]2[C:5]([O:13][CH2:14][C:15]([F:18])([F:17])[F:16])=[CH:6][C:7]([C:10]3[NH:41][C:42](=[O:48])[C:43]([CH2:44][CH3:45])([CH3:47])[N:46]=3)=[N:8][CH:9]=2)[CH2:3][CH2:2]1, predict the reactants needed to synthesize it. The reactants are: [CH:1]1([C:4]2[C:5]([O:13][CH2:14][C:15]([F:18])([F:17])[F:16])=[CH:6][C:7]([C:10](O)=O)=[N:8][CH:9]=2)[CH2:3][CH2:2]1.C1N=CN(C(N2C=NC=C2)=O)C=1.CCN(C(C)C)C(C)C.[Cl-].[NH2:41][C:42](=[O:48])[C:43]([CH3:47])([NH3+:46])[CH2:44][CH3:45]. (5) The reactants are: [CH2:1]([O:3][C:4](=[O:25])[CH2:5][CH:6]1[O:10][B:9]([OH:11])[C:8]2[CH:12]=[C:13]([O:17][C:18]3[CH:23]=[CH:22][N:21]=[C:20](Cl)[N:19]=3)[CH:14]=[C:15]([CH3:16])[C:7]1=2)[CH3:2].[CH3:26][NH:27][CH3:28]. Given the product [CH2:1]([O:3][C:4](=[O:25])[CH2:5][CH:6]1[O:10][B:9]([OH:11])[C:8]2[CH:12]=[C:13]([O:17][C:18]3[CH:23]=[CH:22][N:21]=[C:20]([N:27]([CH3:28])[CH3:26])[N:19]=3)[CH:14]=[C:15]([CH3:16])[C:7]1=2)[CH3:2], predict the reactants needed to synthesize it.